Task: Predict the product of the given reaction.. Dataset: Forward reaction prediction with 1.9M reactions from USPTO patents (1976-2016) (1) The product is: [Br:9][C:10]1[CH:11]=[CH:12][C:13]([CH3:19])=[C:14]2[C:18]=1[NH:17][CH:16]=[C:15]2[Cl:1]. Given the reactants [Cl:1]N1C(=O)CCC1=O.[Br:9][C:10]1[CH:11]=[CH:12][C:13]([CH3:19])=[C:14]2[C:18]=1[NH:17][CH:16]=[CH:15]2.BrC1C=CC(C)=CC=1[N+]([O-])=O.[OH-].[Na+], predict the reaction product. (2) Given the reactants [N:1]1([C:7](=[O:28])[CH2:8][CH2:9][CH2:10][N:11]2[C:23]3[C:22]4[CH:21]=[CH:20][CH:19]=[CH:18][C:17]=4[N:16]=[C:15]([NH2:24])[C:14]=3[N:13]=[C:12]2[CH2:25][CH2:26][CH3:27])[CH2:6][CH2:5][O:4][CH2:3][CH2:2]1.FC(F)(F)C(O)=O, predict the reaction product. The product is: [N:1]1([C:7](=[O:28])[CH2:8][CH2:9][CH2:10][N:11]2[C:23]3[C:22]4[CH2:21][CH2:20][CH2:19][CH2:18][C:17]=4[N:16]=[C:15]([NH2:24])[C:14]=3[N:13]=[C:12]2[CH2:25][CH2:26][CH3:27])[CH2:6][CH2:5][O:4][CH2:3][CH2:2]1. (3) Given the reactants [OH:1][CH2:2][CH:3]1[C:12]2[C:7]3=[C:8]([CH2:13][N:14]([C:18]([O:20][C:21]([CH3:24])([CH3:23])[CH3:22])=[O:19])[CH2:15][CH:16]([CH3:17])[N:6]3[CH2:5][CH2:4]1)[CH:9]=[CH:10][CH:11]=2.C(N(CC)CC)C.[CH3:32][S:33](Cl)(=[O:35])=[O:34], predict the reaction product. The product is: [CH3:17][CH:16]1[N:6]2[C:7]3[C:12]([CH:3]([CH2:2][O:1][S:33]([CH3:32])(=[O:35])=[O:34])[CH2:4][CH2:5]2)=[CH:11][CH:10]=[CH:9][C:8]=3[CH2:13][N:14]([C:18]([O:20][C:21]([CH3:23])([CH3:22])[CH3:24])=[O:19])[CH2:15]1. (4) Given the reactants C([O:3][C:4](=[O:21])[CH:5]=[CH:6][C:7]1[CH:12]=[CH:11][CH:10]=[CH:9][C:8]=1[C:13]1[CH:18]=[CH:17][CH:16]=[C:15]([CH3:19])[C:14]=1[CH3:20])C.[OH-].[Na+], predict the reaction product. The product is: [CH3:20][C:14]1[C:15]([CH3:19])=[CH:16][CH:17]=[CH:18][C:13]=1[C:8]1[CH:9]=[CH:10][CH:11]=[CH:12][C:7]=1[CH:6]=[CH:5][C:4]([OH:21])=[O:3]. (5) Given the reactants [NH2:1][C@H:2]([C:5]1[CH:10]=[CH:9][CH:8]=[CH:7][CH:6]=1)[CH2:3][OH:4].[C:11]1(=O)[O:16][C:14](=[O:15])[C:13]2=[CH:17][CH:18]=[CH:19][CH:20]=[C:12]12, predict the reaction product. The product is: [OH:4][CH2:3][C@H:2]([N:1]1[C:14](=[O:15])[C:13]2[C:12](=[CH:20][CH:19]=[CH:18][CH:17]=2)[C:11]1=[O:16])[C:5]1[CH:10]=[CH:9][CH:8]=[CH:7][CH:6]=1. (6) The product is: [CH:1]1([CH2:4][N:5]([C:6]2[C:7]([CH2:28][O:29][CH3:30])=[N:8][N:9]3[C:14]([C:15]4[C:16]([O:26][CH3:27])=[CH:17][C:18]([CH2:23][O:24][CH3:25])=[CH:19][C:20]=4[O:21][CH3:22])=[CH:13][CH:12]=[CH:11][C:10]=23)[CH2:37][CH:34]2[CH2:35][CH2:36][O:31][CH2:32][CH2:33]2)[CH2:3][CH2:2]1. Given the reactants [CH:1]1([CH2:4][NH:5][C:6]2[C:7]([CH2:28][O:29][CH3:30])=[N:8][N:9]3[C:14]([C:15]4[C:20]([O:21][CH3:22])=[CH:19][C:18]([CH2:23][O:24][CH3:25])=[CH:17][C:16]=4[O:26][CH3:27])=[CH:13][CH:12]=[CH:11][C:10]=23)[CH2:3][CH2:2]1.[O:31]1[CH2:36][CH2:35][CH:34]([CH:37]=O)[CH2:33][CH2:32]1.C(O[BH-](OC(=O)C)OC(=O)C)(=O)C.[Na+].C(=O)(O)[O-].[Na+], predict the reaction product. (7) Given the reactants Br[C:2]1[CH:7]=[C:6]([CH3:8])[C:5]([CH:9]([S:18][C:19]2[CH:24]=[CH:23][C:22]([Cl:25])=[C:21]([CH3:26])[CH:20]=2)[C:10]2[CH:15]=[C:14]([F:16])[CH:13]=[CH:12][C:11]=2[F:17])=[CH:4][N:3]=1.C([Li])CCC.CN(C)[CH:34]=[O:35].O, predict the reaction product. The product is: [Cl:25][C:22]1[CH:23]=[CH:24][C:19]([S:18][CH:9]([C:10]2[CH:15]=[C:14]([F:16])[CH:13]=[CH:12][C:11]=2[F:17])[C:5]2[C:6]([CH3:8])=[CH:7][C:2]([CH:34]=[O:35])=[N:3][CH:4]=2)=[CH:20][C:21]=1[CH3:26].